The task is: Predict the reaction yield, written as a fraction of the theoretical maximum amount of product (1.0 means a 100% yield; for example, 0.34 means a 34% yield).. This data is from Reaction yield outcomes from USPTO patents with 853,638 reactions. (1) The reactants are [Cl-:1].[Al+3].[Cl-].[Cl-].[CH:5]1[C:10]2[S:11][CH2:12][CH2:13][CH2:14][O:15][C:9]=2[C:8]([C:16]([NH2:18])=[O:17])=[CH:7][CH:6]=1.[C:19](Cl)(=[O:21])[CH3:20]. The catalyst is ClCCl. The product is [C:19]([C:6]1[CH:5]=[C:10]([S:11][CH2:12][CH2:13][CH2:14][Cl:1])[C:9]([OH:15])=[C:8]([CH:7]=1)[C:16]([NH2:18])=[O:17])(=[O:21])[CH3:20]. The yield is 0.440. (2) The reactants are [NH2:1][C:2]1[CH:7]=[CH:6][C:5]([CH:8]([CH3:12])[C:9]([OH:11])=[O:10])=[CH:4][C:3]=1[F:13].O=S(Cl)Cl.[CH3:18][CH2:19]O. No catalyst specified. The product is [NH2:1][C:2]1[CH:7]=[CH:6][C:5]([CH:8]([CH3:12])[C:9]([O:11][CH2:18][CH3:19])=[O:10])=[CH:4][C:3]=1[F:13]. The yield is 0.870.